Task: Predict the product of the given reaction.. Dataset: Forward reaction prediction with 1.9M reactions from USPTO patents (1976-2016) (1) Given the reactants [Cl:1][C:2]1[CH:7]=[C:6]2[NH:8][C:9](=[O:39])[C:10]3([CH:15]([C:16]4[CH:21]=[C:20]([Cl:22])[CH:19]=[CH:18][C:17]=4[O:23][C:24]([C:27]([OH:29])=O)([CH3:26])[CH3:25])[CH2:14][C:13](=[O:30])[NH:12][CH:11]3[C:31]3[CH:36]=[C:35]([F:37])[CH:34]=[CH:33][C:32]=3[CH3:38])[C:5]2=[CH:4][CH:3]=1.C1N=CN(C(N2C=NC=C2)=O)C=1.[CH3:52][S:53]([NH2:56])(=[O:55])=[O:54].[H-].[Na+].Cl, predict the reaction product. The product is: [Cl:1][C:2]1[CH:7]=[C:6]2[NH:8][C:9](=[O:39])[C:10]3([CH:15]([C:16]4[CH:21]=[C:20]([Cl:22])[CH:19]=[CH:18][C:17]=4[O:23][C:24]([CH3:25])([CH3:26])[C:27]([NH:56][S:53]([CH3:52])(=[O:55])=[O:54])=[O:29])[CH2:14][C:13](=[O:30])[NH:12][CH:11]3[C:31]3[CH:36]=[C:35]([F:37])[CH:34]=[CH:33][C:32]=3[CH3:38])[C:5]2=[CH:4][CH:3]=1. (2) Given the reactants [CH3:1][O:2][C:3]1[CH:12]=[CH:11][CH:10]=[C:9]2[C:4]=1[CH2:5][CH2:6][CH:7]([C:13]([O:15][CH3:16])=[O:14])[CH2:8]2.[N+:17]([O-])([OH:19])=[O:18].C(OCC)C, predict the reaction product. The product is: [CH3:1][O:2][C:3]1[CH:12]=[CH:11][C:10]([N+:17]([O-:19])=[O:18])=[C:9]2[C:4]=1[CH2:5][CH2:6][CH:7]([C:13]([O:15][CH3:16])=[O:14])[CH2:8]2. (3) Given the reactants N(C(N(C)C)=O)=NC(N(C)C)=O.C([N:21]1[CH2:38][CH2:37][CH:25]2[N:26]3[C:35]4[C:30](=[CH:31][CH:32]=[CH:33][C:34]=4[CH:24]2[CH2:23][CH2:22]1)[CH:29]([OH:36])[CH2:28][CH2:27]3)(=O)C1C=CC=CC=1.[C:39]1(O)[CH:44]=[CH:43][CH:42]=[CH:41][CH:40]=1.C(P(CCCC)CCCC)CCC, predict the reaction product. The product is: [O:36]([CH:29]1[C:30]2[C:35]3=[C:34]([C:24]4[CH2:23][CH2:22][NH:21][CH2:38][CH2:37][C:25]=4[N:26]3[CH2:27][CH2:28]1)[CH:33]=[CH:32][CH:31]=2)[C:39]1[CH:44]=[CH:43][CH:42]=[CH:41][CH:40]=1. (4) The product is: [F:23][C:20]1[CH:21]=[CH:22][C:17]([O:16][C:13]2[N:12]=[CH:11][C:10]([C:8]3[O:9][C:5]4[CH:4]=[C:3]([N:29]([CH3:34])[S:30]([CH3:33])(=[O:32])=[O:31])[C:2]([B:38]5[O:39][C:40]([CH3:42])([CH3:41])[C:36]([CH3:52])([CH3:35])[O:37]5)=[CH:28][C:6]=4[C:7]=3[C:24]([NH:26][CH3:27])=[O:25])=[CH:15][CH:14]=2)=[CH:18][CH:19]=1. Given the reactants Br[C:2]1[C:3]([N:29]([CH3:34])[S:30]([CH3:33])(=[O:32])=[O:31])=[CH:4][C:5]2[O:9][C:8]([C:10]3[CH:11]=[N:12][C:13]([O:16][C:17]4[CH:22]=[CH:21][C:20]([F:23])=[CH:19][CH:18]=4)=[CH:14][CH:15]=3)=[C:7]([C:24]([NH:26][CH3:27])=[O:25])[C:6]=2[CH:28]=1.[CH3:35][C:36]1([CH3:52])[C:40]([CH3:42])([CH3:41])[O:39][B:38]([B:38]2[O:39][C:40]([CH3:42])([CH3:41])[C:36]([CH3:52])([CH3:35])[O:37]2)[O:37]1.CC([O-])=O.[K+], predict the reaction product. (5) Given the reactants Br[C:2]1[CH:11]=[CH:10][CH:9]=[C:8]2[C:3]=1[CH2:4][C@H:5]([CH2:24][O:25][Si:26]([C:29]([CH3:32])([CH3:31])[CH3:30])([CH3:28])[CH3:27])[N:6]([C:13](=[O:23])[CH2:14][C:15]1[C:20]([F:21])=[CH:19][CH:18]=[CH:17][C:16]=1[Cl:22])[C@H:7]2[CH3:12].[CH2:33](OB(C=C)OCCCC)[CH2:34]CC.C([O-])([O-])=O.[Na+].[Na+], predict the reaction product. The product is: [Si:26]([O:25][CH2:24][C@H:5]1[CH2:4][C:3]2[C:8](=[CH:9][CH:10]=[CH:11][C:2]=2[CH:33]=[CH2:34])[C@H:7]([CH3:12])[N:6]1[C:13](=[O:23])[CH2:14][C:15]1[C:20]([F:21])=[CH:19][CH:18]=[CH:17][C:16]=1[Cl:22])([C:29]([CH3:30])([CH3:32])[CH3:31])([CH3:28])[CH3:27].